Dataset: Reaction yield outcomes from USPTO patents with 853,638 reactions. Task: Predict the reaction yield, written as a fraction of the theoretical maximum amount of product (1.0 means a 100% yield; for example, 0.34 means a 34% yield). (1) The reactants are [F:1][C:2]([F:7])([F:6])[C:3]([OH:5])=[O:4].C[O:9][C:10]1[CH:11]=[C:12]([C:16]2[CH:21]=[CH:20][CH:19]=[C:18]([S:22]([C:25]3[CH:26]=[C:27]([C:32]([NH2:34])=[NH:33])[S:28][C:29]=3[S:30][CH3:31])(=[O:24])=[O:23])[CH:17]=2)[CH:13]=[CH:14][CH:15]=1.B(Br)(Br)Br. No catalyst specified. The product is [F:1][C:2]([F:7])([F:6])[C:3]([OH:5])=[O:4].[OH:9][C:10]1[CH:11]=[C:12]([C:16]2[CH:21]=[CH:20][CH:19]=[C:18]([S:22]([C:25]3[CH:26]=[C:27]([C:32]([NH2:34])=[NH:33])[S:28][C:29]=3[S:30][CH3:31])(=[O:24])=[O:23])[CH:17]=2)[CH:13]=[CH:14][CH:15]=1. The yield is 0.770. (2) The reactants are [CH3:1][O:2][C:3]1[CH:8]=[C:7]([CH:9]=[CH2:10])[C:6]([F:11])=[CH:5][C:4]=1[N+:12]([O-:14])=[O:13].[NH:15]1[CH2:20][CH2:19][CH2:18][CH2:17][CH2:16]1. The catalyst is CC(O)C. The product is [F:11][C:6]1[CH:5]=[C:4]([N+:12]([O-:14])=[O:13])[C:3]([O:2][CH3:1])=[CH:8][C:7]=1[CH2:9][CH2:10][N:15]1[CH2:20][CH2:19][CH2:18][CH2:17][CH2:16]1. The yield is 0.570. (3) The reactants are [CH3:1][C:2]1[N:6]([C:7]2[CH:8]=[C:9]([CH2:13][C:14]#[N:15])[CH:10]=[CH:11][CH:12]=2)[N:5]=[N:4][N:3]=1. The catalyst is C1COCC1. The product is [CH3:1][C:2]1[N:6]([C:7]2[CH:8]=[C:9]([CH2:13][CH2:14][NH2:15])[CH:10]=[CH:11][CH:12]=2)[N:5]=[N:4][N:3]=1. The yield is 0.460. (4) The reactants are Cl.[Cl:2][C:3]1[CH:23]=[CH:22][C:6]([O:7][C:8]2[CH:21]=[CH:20][C:11]([O:12][CH2:13][C@@H:14]3[CH2:19][CH2:18][CH2:17][CH2:16][NH:15]3)=[CH:10][CH:9]=2)=[CH:5][CH:4]=1.ClC[C:26]1[N:30]=[CH:29][O:28][N:27]=1.[C:31](=O)([O-])[O-].[K+].[K+]. The catalyst is CN(C=O)C. The product is [Cl:2][C:3]1[CH:23]=[CH:22][C:6]([O:7][C:8]2[CH:21]=[CH:20][C:11]([O:12][CH2:13][C@@H:14]3[CH2:19][CH2:18][CH2:17][CH2:16][N:15]3[CH2:31][C:29]3[O:28][N:27]=[CH:26][N:30]=3)=[CH:10][CH:9]=2)=[CH:5][CH:4]=1. The yield is 0.510. (5) The reactants are [CH:1]1([C:5]2[N:6]=[C:7]([NH:10][C:11]([C:13]3[CH:35]=[CH:34][N:16]4[C:17](=[O:33])[C:18](/C=C/C(O)=O)=[C:19]([N:21]5[CH2:26][CH2:25][N:24]([CH3:27])[CH2:23][CH2:22]5)[N:20]=[C:15]4[CH:14]=3)=[O:12])[S:8][CH:9]=2)[CH2:4][CH2:3][CH2:2]1.CN1CCNCC1. No catalyst specified. The product is [CH:1]1([C:5]2[N:6]=[C:7]([NH:10][C:11]([C:13]3[CH:35]=[CH:34][N:16]4[C:17](=[O:33])[CH:18]=[C:19]([N:21]5[CH2:22][CH2:23][N:24]([CH3:27])[CH2:25][CH2:26]5)[N:20]=[C:15]4[CH:14]=3)=[O:12])[S:8][CH:9]=2)[CH2:4][CH2:3][CH2:2]1. The yield is 0.690.